Dataset: Forward reaction prediction with 1.9M reactions from USPTO patents (1976-2016). Task: Predict the product of the given reaction. (1) Given the reactants [F:1][C:2]1[CH:7]=[CH:6][C:5]([C:8](=[O:27])[CH:9]([CH2:15][C:16]2[CH:21]=[CH:20][C:19]([O:22][C:23]([F:26])([F:25])[F:24])=[CH:18][CH:17]=2)[C:10]([O:12][CH2:13][CH3:14])=[O:11])=[CH:4][CH:3]=1.Cl, predict the reaction product. The product is: [F:1][C:2]1[CH:7]=[CH:6][C:5]([CH:8]([OH:27])[CH:9]([CH2:15][C:16]2[CH:17]=[CH:18][C:19]([O:22][C:23]([F:25])([F:26])[F:24])=[CH:20][CH:21]=2)[C:10]([O:12][CH2:13][CH3:14])=[O:11])=[CH:4][CH:3]=1. (2) Given the reactants [NH2:1][CH2:2][C:3]1[CH:4]=[C:5]([C:9]2[CH:14]=[CH:13][C:12]([S:15]([NH:18][C@H:19]([C:23]([O:25][CH3:26])=[O:24])[CH:20]([CH3:22])[CH3:21])(=[O:17])=[O:16])=[CH:11][CH:10]=2)[CH:6]=[CH:7][CH:8]=1.[O:27]=[C:28]1[C:37]2[C:32](=[CH:33][CH:34]=[CH:35][CH:36]=2)[N:31]=[C:30]([C:38](OCC)=[O:39])[NH:29]1, predict the reaction product. The product is: [O:27]=[C:28]1[C:37]2[C:32](=[CH:33][CH:34]=[CH:35][CH:36]=2)[N:31]=[C:30]([C:38]([NH:1][CH2:2][C:3]2[CH:4]=[C:5]([C:9]3[CH:10]=[CH:11][C:12]([S:15]([NH:18][C@H:19]([C:23]([O:25][CH3:26])=[O:24])[CH:20]([CH3:21])[CH3:22])(=[O:17])=[O:16])=[CH:13][CH:14]=3)[CH:6]=[CH:7][CH:8]=2)=[O:39])[NH:29]1. (3) Given the reactants [Br:1][C:2]1[CH:3]=[C:4]([CH:8]=[C:9]([C:11]([O:13][CH3:14])=[O:12])[CH:10]=1)[C:5]([OH:7])=O.CN(C(O[N:23]1N=N[C:25]2C=CC=N[C:24]1=2)=[N+](C)C)C.F[P-](F)(F)(F)(F)F.C(N(C(C)C)CC)(C)C.C(N)C, predict the reaction product. The product is: [Br:1][C:2]1[CH:10]=[C:9]([CH:8]=[C:4]([C:5](=[O:7])[NH:23][CH2:24][CH3:25])[CH:3]=1)[C:11]([O:13][CH3:14])=[O:12]. (4) The product is: [CH3:1][C:2]1[CH:3]=[C:4]([NH2:19])[C:5]([NH:6][CH2:7][CH2:8][CH2:9][C:10]2[CH:15]=[CH:14][CH:13]=[CH:12][CH:11]=2)=[CH:16][C:17]=1[CH3:18]. Given the reactants [CH3:1][C:2]1[C:17]([CH3:18])=[CH:16][C:5]([NH:6][CH2:7][CH2:8][CH2:9][C:10]2[CH:15]=[CH:14][CH:13]=[CH:12][CH:11]=2)=[C:4]([N+:19]([O-])=O)[CH:3]=1.[H][H], predict the reaction product. (5) Given the reactants [CH2:1]([O:3][C:4]([N:6]1[C:10]2=[N:11][CH:12]=[C:13](Br)[CH:14]=[C:9]2[CH:8]=[C:7]1[C:16]1[C:21]([F:22])=[CH:20][CH:19]=[CH:18][C:17]=1[F:23])=[O:5])[CH3:2].[CH3:24][O:25][C:26](=[O:43])[C:27]1[CH:32]=[CH:31][C:30](B2OC(C)(C)C(C)(C)O2)=[C:29]([CH3:42])[CH:28]=1.C([O-])([O-])=O.[K+].[K+], predict the reaction product. The product is: [CH2:1]([O:3][C:4]([N:6]1[C:10]2=[N:11][CH:12]=[C:13]([C:30]3[CH:31]=[CH:32][C:27]([C:26]([O:25][CH3:24])=[O:43])=[CH:28][C:29]=3[CH3:42])[CH:14]=[C:9]2[CH:8]=[C:7]1[C:16]1[C:21]([F:22])=[CH:20][CH:19]=[CH:18][C:17]=1[F:23])=[O:5])[CH3:2]. (6) Given the reactants [CH2:1]([N:8]1[C:16]2[C:11](=[CH:12][C:13]([C:17]3[CH:22]=[CH:21][C:20]([C:23](=[O:25])[CH3:24])=[CH:19][CH:18]=3)=[CH:14][CH:15]=2)[CH:10]=[CH:9]1)[C:2]1[CH:7]=[CH:6][CH:5]=[CH:4][CH:3]=1.[C:26](Cl)(=[O:30])[C:27](Cl)=[O:28].[CH2:32]([OH:34])[CH3:33], predict the reaction product. The product is: [C:23]([C:20]1[CH:19]=[CH:18][C:17]([C:13]2[CH:12]=[C:11]3[C:16](=[CH:15][CH:14]=2)[N:8]([CH2:1][C:2]2[CH:3]=[CH:4][CH:5]=[CH:6][CH:7]=2)[CH:9]=[C:10]3[C:26](=[O:30])[C:27]([O:34][CH2:32][CH3:33])=[O:28])=[CH:22][CH:21]=1)(=[O:25])[CH3:24]. (7) Given the reactants [Cl:1][C:2]1[CH:7]=[CH:6][CH:5]=[CH:4][C:3]=1[C:8]1[C:16]2[C:11](=[N:12][C:13]([O:22][C:23]3[CH:28]=[CH:27][C:26]([F:29])=[CH:25][C:24]=3[F:30])=[N:14][C:15]=2[NH:17][CH2:18][CH:19]([OH:21])[CH3:20])[N:10]([CH2:31][OH:32])[N:9]=1.C(NC(C)C)(C)C.CN(C1C=CC=CN=1)C.[C:49]1(=[O:55])[O:54][C:52](=[O:53])[CH2:51][CH2:50]1, predict the reaction product. The product is: [Cl:1][C:2]1[CH:7]=[CH:6][CH:5]=[CH:4][C:3]=1[C:8]1[C:16]2[C:11](=[N:12][C:13]([O:22][C:23]3[CH:28]=[CH:27][C:26]([F:29])=[CH:25][C:24]=3[F:30])=[N:14][C:15]=2[NH:17][CH2:18][CH:19]([OH:21])[CH3:20])[N:10]([CH2:31][O:32][C:49](=[O:55])[CH2:50][CH2:51][C:52]([OH:54])=[O:53])[N:9]=1.